Dataset: Forward reaction prediction with 1.9M reactions from USPTO patents (1976-2016). Task: Predict the product of the given reaction. Given the reactants [CH2:1]([S:3]([C:6]1[CH:7]=[C:8]([CH3:12])[CH:9]=[CH:10][CH:11]=1)(=[NH:5])=[O:4])[CH3:2].CCCCCC.[C:19]([O:22][CH2:23][CH3:24])(=[O:21])C, predict the reaction product. The product is: [CH2:23]([O:22][C:19]([N:5]=[S:3]([CH2:1][CH3:2])([C:6]1[CH:7]=[C:8]([CH3:12])[CH:9]=[CH:10][CH:11]=1)=[O:4])=[O:21])[CH3:24].